Task: Regression. Given a peptide amino acid sequence and an MHC pseudo amino acid sequence, predict their binding affinity value. This is MHC class I binding data.. Dataset: Peptide-MHC class I binding affinity with 185,985 pairs from IEDB/IMGT (1) The peptide sequence is QMWKCLIRL. The MHC is HLA-A02:01 with pseudo-sequence HLA-A02:01. The binding affinity (normalized) is 0.593. (2) The MHC is HLA-B40:01 with pseudo-sequence HLA-B40:01. The peptide sequence is GENAVIPKG. The binding affinity (normalized) is 0. (3) The peptide sequence is FAVNPGLLET. The MHC is HLA-A01:01 with pseudo-sequence HLA-A01:01. The binding affinity (normalized) is 0.0463.